From a dataset of Reaction yield outcomes from USPTO patents with 853,638 reactions. Predict the reaction yield, written as a fraction of the theoretical maximum amount of product (1.0 means a 100% yield; for example, 0.34 means a 34% yield). (1) The reactants are [C:1]([C:5]1[N:10]=[C:9](Cl)[C:8]([C:12]([O:14]CC)=[O:13])=[CH:7][N:6]=1)([CH3:4])([CH3:3])[CH3:2].[CH3:17][N:18]1[CH2:23][CH2:22][NH:21][CH2:20][CH2:19]1. The catalyst is CN1C(=O)CCC1. The product is [C:1]([C:5]1[N:10]=[C:9]([N:21]2[CH2:22][CH2:23][N:18]([CH3:17])[CH2:19][CH2:20]2)[C:8]([C:12]([OH:14])=[O:13])=[CH:7][N:6]=1)([CH3:2])([CH3:3])[CH3:4]. The yield is 0.320. (2) The reactants are [CH:1]1[C:10]2[C:5](=[CH:6][CH:7]=[CH:8][CH:9]=2)[CH:4]=[CH:3][C:2]=1[O:11][CH2:12][CH2:13][CH2:14][OH:15].CC(C)([O-])C.[K+].Cl[CH2:23][N:24]1[CH:28]=[C:27]([C:29]2[CH:34]=[CH:33][CH:32]=[CH:31][CH:30]=2)[N:26]=[N:25]1. The catalyst is O1CCCC1. The product is [CH:1]1[C:10]2[C:5](=[CH:6][CH:7]=[CH:8][CH:9]=2)[CH:4]=[CH:3][C:2]=1[O:11][CH2:12][CH2:13][CH2:14][O:15][CH2:23][N:24]1[CH:28]=[C:27]([C:29]2[CH:30]=[CH:31][CH:32]=[CH:33][CH:34]=2)[N:26]=[N:25]1. The yield is 0.700. (3) The reactants are [N:1]1[CH:6]=[CH:5][CH:4]=[CH:3][C:2]=1[C:7]1[CH:8]=[CH:9][C:10]2[C:11]3[N:25](C4CCCCO4)[NH:24][CH2:23][C:12]=3[C:13](=[O:22])[N:14]([CH2:17][C:18]([F:21])([F:20])[F:19])[C:15]=2[CH:16]=1.N1C=CC=CC=1C1C=CC2C3C(=CN(C4CCCCO4)N=3)C(=O)N(CC(F)(F)F)C=2C=1.Cl.O1CCOCC1. The catalyst is C(Cl)Cl. The product is [N:1]1[CH:6]=[CH:5][CH:4]=[CH:3][C:2]=1[C:7]1[CH:8]=[CH:9][C:10]2[C:11]3[NH:25][N:24]=[CH:23][C:12]=3[C:13](=[O:22])[N:14]([CH2:17][C:18]([F:20])([F:19])[F:21])[C:15]=2[CH:16]=1. The yield is 1.00. (4) The reactants are ClC1[CH:3]=[CH:4][C:5]([S:23][S:23][C:5]2[CH:4]=[CH:3]C(Cl)=[CH:7][C:6]=2[NH:8][S:9]([C:12]2[CH:17]=[CH:16][C:15]([Cl:18])=[C:14]([C:19]([F:22])([F:21])[F:20])[CH:13]=2)(=[O:11])=[O:10])=[C:6]([NH:8][S:9]([C:12]2[CH:17]=[CH:16][C:15]([Cl:18])=[C:14]([C:19]([F:22])([F:21])[F:20])[CH:13]=2)(=[O:11])=[O:10])[CH:7]=1.C([O-])(O)=O.[Na+].[C:52]1(P(C2C=CC=CC=2)C2C=CC=CC=2)C=CC=C[CH:53]=1.C(I)C.[CH2:74]([Cl:76])Cl. The catalyst is CCOC(C)=O. The product is [Cl:18][C:15]1[CH:16]=[CH:17][C:12]([S:9]([NH:8][C:6]2[CH:7]=[C:74]([Cl:76])[CH:3]=[CH:4][C:5]=2[S:23][CH2:52][CH3:53])(=[O:11])=[O:10])=[CH:13][C:14]=1[C:19]([F:21])([F:22])[F:20]. The yield is 0.590. (5) The reactants are [Br:1][C:2]1[CH:6]=[N:5][N:4]([CH3:7])[C:3]=1[C:8]1[CH:9]=[C:10]([NH2:16])[CH:11]=[CH:12][C:13]=1[O:14][CH3:15].[F:17][C:18]([F:29])([F:28])[C:19]1[CH:24]=[CH:23][CH:22]=[C:21]([N:25]=[C:26]=[O:27])[CH:20]=1. The catalyst is C(Cl)Cl. The product is [Br:1][C:2]1[CH:6]=[N:5][N:4]([CH3:7])[C:3]=1[C:8]1[CH:9]=[C:10]([NH:16][C:26]([NH:25][C:21]2[CH:22]=[CH:23][CH:24]=[C:19]([C:18]([F:17])([F:28])[F:29])[CH:20]=2)=[O:27])[CH:11]=[CH:12][C:13]=1[O:14][CH3:15]. The yield is 0.650. (6) No catalyst specified. The product is [F:20][C:17]1[CH:18]=[C:19]2[C:14]([N:13]=[CH:12][C:11](=[O:21])[N:10]2[CH2:9][CH2:8][N:5]2[CH2:4][CH2:3][CH:2]([NH:1][CH2:33][C:31]3[CH:30]=[CH:29][C:26]4[O:27][CH2:28][C:23](=[O:22])[NH:24][C:25]=4[N:32]=3)[CH2:7][CH2:6]2)=[CH:15][CH:16]=1. The reactants are [NH2:1][CH:2]1[CH2:7][CH2:6][N:5]([CH2:8][CH2:9][N:10]2[C:19]3[C:14](=[CH:15][CH:16]=[C:17]([F:20])[CH:18]=3)[N:13]=[CH:12][C:11]2=[O:21])[CH2:4][CH2:3]1.[O:22]=[C:23]1[CH2:28][O:27][C:26]2[CH:29]=[CH:30][C:31]([CH:33]=O)=[N:32][C:25]=2[NH:24]1.C(O[BH-](OC(=O)C)OC(=O)C)(=O)C.[Na+]. The yield is 0.690.